This data is from Reaction yield outcomes from USPTO patents with 853,638 reactions. The task is: Predict the reaction yield, written as a fraction of the theoretical maximum amount of product (1.0 means a 100% yield; for example, 0.34 means a 34% yield). (1) The reactants are [F:1][C:2]1[CH:19]=[CH:18][C:5](/[CH:6]=[N:7]/[C:8]2[CH:16]=[CH:15][CH:14]=[C:13]3[C:9]=2[CH2:10][O:11][C:12]3=[O:17])=[CH:4][CH:3]=1.[CH3:20][N:21]1[CH:25]=[CH:24][N:23]=[C:22]1[CH:26]=O.[CH2:28]([OH:30])[CH3:29]. The catalyst is C(OCC)(=O)CC. The product is [F:1][C:2]1[CH:3]=[CH:4][C:5]([CH:6]2[CH:26]([C:22]3[N:21]([CH3:20])[CH:25]=[CH:24][N:23]=3)[C:28](=[O:30])[C:29]3[C:13]([C:12]([O:11][CH2:10][CH3:9])=[O:17])=[CH:14][CH:15]=[CH:16][C:8]=3[NH:7]2)=[CH:18][CH:19]=1. The yield is 0.0500. (2) The reactants are [Cl:1][C:2]1[CH:16]=[CH:15][C:5]([CH2:6][N:7]2[C:12](=[O:13])[C:11](Br)=[CH:10][N:9]=[CH:8]2)=[CH:4][CH:3]=1.[CH2:17]([O:24][C:25]1[CH:30]=[CH:29][C:28](B(O)O)=[CH:27][C:26]=1[F:34])[C:18]1[CH:23]=[CH:22][CH:21]=[CH:20][CH:19]=1.[Li+].[Cl-].C(=O)([O-])[O-].[Na+].[Na+]. The catalyst is C(OCC)(=O)C.C1C=CC([P]([Pd]([P](C2C=CC=CC=2)(C2C=CC=CC=2)C2C=CC=CC=2)([P](C2C=CC=CC=2)(C2C=CC=CC=2)C2C=CC=CC=2)[P](C2C=CC=CC=2)(C2C=CC=CC=2)C2C=CC=CC=2)(C2C=CC=CC=2)C2C=CC=CC=2)=CC=1.O.O1CCOCC1. The product is [Cl:1][C:2]1[CH:16]=[CH:15][C:5]([CH2:6][N:7]2[C:12](=[O:13])[C:11]([C:28]3[CH:29]=[CH:30][C:25]([O:24][CH2:17][C:18]4[CH:19]=[CH:20][CH:21]=[CH:22][CH:23]=4)=[C:26]([F:34])[CH:27]=3)=[CH:10][N:9]=[CH:8]2)=[CH:4][CH:3]=1. The yield is 0.312. (3) The reactants are CO[C:3](=[O:27])[C:4]1[CH:9]=[CH:8][C:7]([O:10][CH2:11][C:12]2[C:13]([C:21]3[CH:26]=[CH:25][CH:24]=[CH:23][CH:22]=3)=[N:14][O:15][C:16]=2[C:17]([F:20])([F:19])[F:18])=[N:6][CH:5]=1.COC(=O)C1C=CC(OCC2C(C3C=CC=C(F)C=3)=NOC=2C)=[N:33][CH:32]=1.CN. No catalyst specified. The product is [CH3:32][NH:33][C:3](=[O:27])[C:4]1[CH:9]=[CH:8][C:7]([O:10][CH2:11][C:12]2[C:13]([C:21]3[CH:26]=[CH:25][CH:24]=[CH:23][CH:22]=3)=[N:14][O:15][C:16]=2[C:17]([F:20])([F:19])[F:18])=[N:6][CH:5]=1. The yield is 0.720. (4) The reactants are [CH3:1][O:2][C:3]1[CH:4]=[C:5]([CH2:10][CH2:11][N:12]2[CH2:17][CH2:16][N:15]([CH2:18][CH2:19][CH2:20][C:21]3[CH:26]=[CH:25][CH:24]=[CH:23][CH:22]=3)[CH2:14][CH2:13]2)[CH:6]=[CH:7][C:8]=1[OH:9].[ClH:27]. The catalyst is C(O)C. The product is [ClH:27].[ClH:27].[CH3:1][O:2][C:3]1[CH:4]=[C:5]([CH2:10][CH2:11][N:12]2[CH2:13][CH2:14][N:15]([CH2:18][CH2:19][CH2:20][C:21]3[CH:26]=[CH:25][CH:24]=[CH:23][CH:22]=3)[CH2:16][CH2:17]2)[CH:6]=[CH:7][C:8]=1[OH:9]. The yield is 0.570. (5) The reactants are [NH2:1][C@H:2]([C:4]1[N:5]([C:16]2[CH:21]=[CH:20][CH:19]=[CH:18][CH:17]=2)[C:6](=[O:15])[C:7]2[C:12]([CH:13]=1)=[CH:11][CH:10]=[CH:9][C:8]=2[Cl:14])[CH3:3].Cl[C:23]1[N:31]=[CH:30][N:29]=[C:28]2[C:24]=1[N:25]=[CH:26][N:27]2[CH:32]1[CH2:37][CH2:36][CH2:35][CH2:34][O:33]1.CC(O)C.C(N(CC)CC)C. The catalyst is CCCCCCC. The product is [Cl:14][C:8]1[CH:9]=[CH:10][CH:11]=[C:12]2[C:7]=1[C:6](=[O:15])[N:5]([C:16]1[CH:21]=[CH:20][CH:19]=[CH:18][CH:17]=1)[C:4]([C@@H:2]([NH:1][C:23]1[N:31]=[CH:30][N:29]=[C:28]3[C:24]=1[N:25]=[CH:26][N:27]3[CH:32]1[CH2:37][CH2:36][CH2:35][CH2:34][O:33]1)[CH3:3])=[CH:13]2. The yield is 0.901. (6) The reactants are C(=O)([O-])[O-].[Cs+].[Cs+].[CH3:7][O:8][C:9](=[O:20])[C:10]1[CH:15]=[C:14](Br)[C:13]([F:17])=[CH:12][C:11]=1[O:18][CH3:19].[NH:21]1[CH2:26][CH2:25][O:24][CH2:23][CH2:22]1. The catalyst is C1(C)C=CC=CC=1.CCOCC.C([O-])(=O)C.[Pd+2].C([O-])(=O)C. The product is [CH3:7][O:8][C:9](=[O:20])[C:10]1[CH:15]=[C:14]([N:21]2[CH2:26][CH2:25][O:24][CH2:23][CH2:22]2)[C:13]([F:17])=[CH:12][C:11]=1[O:18][CH3:19]. The yield is 0.470.